This data is from Forward reaction prediction with 1.9M reactions from USPTO patents (1976-2016). The task is: Predict the product of the given reaction. (1) Given the reactants [NH2:1][C:2]1[C:3]([C:14]([NH:16][NH2:17])=O)=[N:4][C:5]([C:8]2[CH:9]=[N:10][CH:11]=[CH:12][CH:13]=2)=[CH:6][N:7]=1.[S:18]1[CH:22]=[CH:21][CH:20]=[C:19]1[C:23](N)=[NH:24].C([O-])C.[Na+], predict the reaction product. The product is: [N:10]1[CH:11]=[CH:12][CH:13]=[C:8]([C:5]2[N:4]=[C:3]([C:14]3[NH:24][C:23]([C:19]4[S:18][CH:22]=[CH:21][CH:20]=4)=[N:17][N:16]=3)[C:2]([NH2:1])=[N:7][CH:6]=2)[CH:9]=1. (2) Given the reactants [CH3:1][O:2][C:3]([C:5]1[S:6][C:7](Cl)=[C:8]([N+:10]([O-:12])=[O:11])[CH:9]=1)=[O:4].Cl.[CH2:15]([O:17][C:18](=[O:21])[CH2:19][NH2:20])[CH3:16].C(=O)([O-])[O-].[K+].[K+], predict the reaction product. The product is: [CH2:15]([O:17][C:18](=[O:21])[CH2:19][NH:20][C:7]1[S:6][C:5]([C:3]([O:2][CH3:1])=[O:4])=[CH:9][C:8]=1[N+:10]([O-:12])=[O:11])[CH3:16]. (3) Given the reactants [F:1][C:2]([F:28])([F:27])[CH2:3][CH2:4][NH:5][C:6](=[O:26])[C:7]1[CH:12]=[C:11]([NH2:13])[C:10]([NH:14][CH3:15])=[CH:9][C:8]=1[N:16]1[CH2:21][CH2:20][CH:19]([C:22]([F:25])([F:24])[F:23])[CH2:18][CH2:17]1.[C:29]([O:33][C:34](=[O:48])[NH:35][CH2:36][C:37]1[CH:42]=[CH:41][C:40]([Cl:43])=[C:39]([N:44]=[C:45]=S)[C:38]=1[Cl:47])([CH3:32])([CH3:31])[CH3:30].CC(C)N=C=NC(C)C, predict the reaction product. The product is: [F:28][C:2]([F:1])([F:27])[CH2:3][CH2:4][NH:5][C:6]([C:7]1[C:8]([N:16]2[CH2:21][CH2:20][CH:19]([C:22]([F:23])([F:24])[F:25])[CH2:18][CH2:17]2)=[CH:9][C:10]2[N:14]([CH3:15])[C:45]([NH:44][C:39]3[C:40]([Cl:43])=[CH:41][CH:42]=[C:37]([CH2:36][NH:35][C:34]([O:33][C:29]([CH3:32])([CH3:31])[CH3:30])=[O:48])[C:38]=3[Cl:47])=[N:13][C:11]=2[CH:12]=1)=[O:26]. (4) Given the reactants [CH2:1]([O:3][C:4]([C:6]1[C:10]([CH2:11][C:12]2[CH:17]=[CH:16][CH:15]=[CH:14][CH:13]=2)=[CH:9][S:8][C:7]=1[NH2:18])=[O:5])[CH3:2].[C:19]1(=O)[O:24][C:22](=[O:23])[C:21]2=[CH:25][CH:26]=[CH:27][CH:28]=[C:20]12, predict the reaction product. The product is: [CH2:1]([O:3][C:4]([C:6]1[C:10]([CH2:11][C:12]2[CH:17]=[CH:16][CH:15]=[CH:14][CH:13]=2)=[CH:9][S:8][C:7]=1[N:18]1[C:22](=[O:23])[C:21]2[C:20](=[CH:28][CH:27]=[CH:26][CH:25]=2)[C:19]1=[O:24])=[O:5])[CH3:2]. (5) Given the reactants [CH:1]([C:3]1[CH:12]=[CH:11][C:6]([C:7]([O:9][CH3:10])=[O:8])=[CH:5][CH:4]=1)=O.[CH2:13]([SH:17])[CH2:14][CH2:15][SH:16].B(F)(F)F.CCOCC, predict the reaction product. The product is: [S:16]1[CH2:15][CH2:14][CH2:13][S:17][CH:1]1[C:3]1[CH:12]=[CH:11][C:6]([C:7]([O:9][CH3:10])=[O:8])=[CH:5][CH:4]=1. (6) Given the reactants [CH3:1][C:2]([N+:8]([O-:10])=[O:9])([CH3:7])[CH2:3][CH2:4][C:5]#N.[H-].C([Al+]CC(C)C)C(C)C.CCCCCC.O.S([O-])([O-])(=O)=[O:29].[Mg+2], predict the reaction product. The product is: [CH3:1][C:2]([N+:8]([O-:10])=[O:9])([CH3:7])[CH2:3][CH2:4][CH:5]=[O:29]. (7) Given the reactants [OH:1][C:2]1[C:11]2[C:6](=[CH:7][CH:8]=[CH:9][CH:10]=2)[CH:5]=[CH:4][C:3]=1[C:12]([O:14][CH3:15])=[O:13].[CH3:16][O:17][CH2:18][CH2:19]Br, predict the reaction product. The product is: [CH3:16][O:17][CH2:18][CH2:19][O:1][C:2]1[C:11]2[C:6](=[CH:7][CH:8]=[CH:9][CH:10]=2)[CH:5]=[CH:4][C:3]=1[C:12]([O:14][CH3:15])=[O:13].